Dataset: Full USPTO retrosynthesis dataset with 1.9M reactions from patents (1976-2016). Task: Predict the reactants needed to synthesize the given product. (1) Given the product [CH3:12][O:11][C:8]1[CH:9]=[CH:10][C:5]([C:4]([OH:19])=[O:3])=[CH:6][C:7]=1[CH2:13][O:14][CH2:15][CH2:16][O:17][CH3:18], predict the reactants needed to synthesize it. The reactants are: C([O:3][C:4](=[O:19])[C:5]1[CH:10]=[CH:9][C:8]([O:11][CH3:12])=[C:7]([CH2:13][O:14][CH2:15][CH2:16][O:17][CH3:18])[CH:6]=1)C.[OH-].[Na+]. (2) Given the product [CH2:27]([NH:34][C:6]1[C:5]2=[C:9]([C:12]3[CH:17]=[CH:16][CH:15]=[CH:14][CH:13]=3)[CH:10]=[CH:11][N:4]2[N:3]=[C:2]([Cl:1])[N:7]=1)[C:28]1[CH:33]=[CH:32][CH:31]=[CH:30][CH:29]=1, predict the reactants needed to synthesize it. The reactants are: [Cl:1][C:2]1[N:7]=[C:6](Cl)[C:5]2=[C:9]([C:12]3[CH:17]=[CH:16][CH:15]=[CH:14][CH:13]=3)[CH:10]=[CH:11][N:4]2[N:3]=1.CCN(C(C)C)C(C)C.[CH2:27]([NH2:34])[C:28]1[CH:33]=[CH:32][CH:31]=[CH:30][CH:29]=1.